Dataset: Drug-target binding data from BindingDB using Ki measurements. Task: Regression. Given a target protein amino acid sequence and a drug SMILES string, predict the binding affinity score between them. We predict pKi (pKi = -log10(Ki in M); higher means stronger inhibition). Dataset: bindingdb_ki. (1) The small molecule is CCOC(=O)c1ccccc1S(=O)(=O)NC(=O)Nc1nc(Cl)cc(OC)n1. The target protein (P17597) has sequence MAAATTTTTTSSSISFSTKPSPSSSKSPLPISRFSLPFSLNPNKSSSSSRRRGIKSSSPSSISAVLNTTTNVTTTPSPTKPTKPETFISRFAPDQPRKGADILVEALERQGVETVFAYPGGASMEIHQALTRSSSIRNVLPRHEQGGVFAAEGYARSSGKPGICIATSGPGATNLVSGLADALLDSVPLVAITGQVPRRMIGTDAFQETPIVEVTRSITKHNYLVMDVEDIPRIIEEAFFLATSGRPGPVLVDVPKDIQQQLAIPNWEQAMRLPGYMSRMPKPPEDSHLEQIVRLISESKKPVLYVGGGCLNSSDELGRFVELTGIPVASTLMGLGSYPCDDELSLHMLGMHGTVYANYAVEHSDLLLAFGVRFDDRVTGKLEAFASRAKIVHIDIDSAEIGKNKTPHVSVCGDVKLALQGMNKVLENRAEELKLDFGVWRNELNVQKQKFPLSFKTFGEAIPPQYAIKVLDELTDGKAIISTGVGQHQMWAAQFYNYKK.... The pKi is 8.1. (2) The small molecule is Nc1ncc(Cc2ccc(Cl)cc2)c(N)n1. The target protein sequence is MKISLISAVSESGVIGSGPDIPWSVKGEQLLFKALTYNQWLLVGRKTFDSMGVLPNRKYAVVSKNGISSSNENVLVFPSIENALKELSKVTDHVYVSGGGQIYNSLIEKADIIHLSTVHVEVEGDIKFPIMPENFNLVFEQFFMSNINYTYQIWKKG. The pKi is 6.5.